This data is from Catalyst prediction with 721,799 reactions and 888 catalyst types from USPTO. The task is: Predict which catalyst facilitates the given reaction. (1) Reactant: [NH2:1][C:2]1[CH:30]=[CH:29][C:5]([CH2:6][N:7]2[CH:15]=[N:14][C:13]3[C:8]2=[N:9][C:10]([N:23]2[CH2:28][CH2:27][O:26][CH2:25][CH2:24]2)=[N:11][C:12]=3[C:16]2[CH:17]=[C:18]([OH:22])[CH:19]=[CH:20][CH:21]=2)=[CH:4][CH:3]=1.Cl.CN(C)CCCN=C=NCC.O.ON1C2C=CC=CC=2N=N1.[N:54]1([CH2:60][CH2:61][C:62](O)=[O:63])[CH2:59][CH2:58][CH2:57][CH2:56][CH2:55]1.C(N(CC)CCC)C. Product: [OH:22][C:18]1[CH:17]=[C:16]([C:12]2[N:11]=[C:10]([N:23]3[CH2:24][CH2:25][O:26][CH2:27][CH2:28]3)[N:9]=[C:8]3[C:13]=2[N:14]=[CH:15][N:7]3[CH2:6][C:5]2[CH:4]=[CH:3][C:2]([NH:1][C:62](=[O:63])[CH2:61][CH2:60][N:54]3[CH2:59][CH2:58][CH2:57][CH2:56][CH2:55]3)=[CH:30][CH:29]=2)[CH:21]=[CH:20][CH:19]=1. The catalyst class is: 4. (2) Reactant: [NH2:1][C:2]1[CH:3]=[C:4]([CH:21]=[CH:22][C:23]=1[CH3:24])[O:5][C:6]1[CH:7]=[CH:8][C:9]2[N:10]([CH:12]=[C:13]([NH:15][C:16]([CH:18]3[CH2:20][CH2:19]3)=[O:17])[N:14]=2)[N:11]=1.Cl.[N:26]1[CH:31]=[CH:30][CH:29]=[CH:28][C:27]=1[CH2:32][C:33](O)=[O:34].C(N(CC)CC)C.P(C#N)(OCC)(OCC)=O.C(=O)([O-])O.[Na+]. Product: [CH3:24][C:23]1[CH:22]=[CH:21][C:4]([O:5][C:6]2[CH:7]=[CH:8][C:9]3[N:10]([CH:12]=[C:13]([NH:15][C:16]([CH:18]4[CH2:20][CH2:19]4)=[O:17])[N:14]=3)[N:11]=2)=[CH:3][C:2]=1[NH:1][C:33](=[O:34])[CH2:32][C:27]1[CH:28]=[CH:29][CH:30]=[CH:31][N:26]=1. The catalyst class is: 9. (3) Reactant: [Br:1]Br.[F:3][C:4]1[C:5]([CH3:14])=[C:6]([CH2:10][C:11](=[O:13])[CH3:12])[CH:7]=[CH:8][CH:9]=1.Br.CC(C)=O. Product: [Br:1][CH2:12][C:11](=[O:13])[CH2:10][C:6]1[CH:7]=[CH:8][CH:9]=[C:4]([F:3])[C:5]=1[CH3:14]. The catalyst class is: 15. (4) Reactant: [CH3:1][CH:2]([C:4]1[CH:9]=[CH:8][C:7]([C:10]#[C:11][C:12]2[C:13]([NH2:18])=[N:14][CH:15]=[CH:16][CH:17]=2)=[CH:6][CH:5]=1)[CH3:3].[H-].[Na+].Cl[CH2:22][CH2:23][S:24](Cl)(=[O:26])=[O:25].C(=O)([O-])O.[Na+]. Product: [CH3:3][CH:2]([C:4]1[CH:5]=[CH:6][C:7]([C:10]#[C:11][C:12]2[C:13]3=[N:18][S:24](=[O:26])(=[O:25])[CH2:23][CH2:22][N:14]3[CH:15]=[CH:16][CH:17]=2)=[CH:8][CH:9]=1)[CH3:1]. The catalyst class is: 56. (5) Reactant: [CH2:1]([O:8][C:9]1[CH:14]=[CH:13][CH:12]=[C:11]([O:15]C)[C:10]=1[CH:17]([C:19]1[CH:24]=[CH:23][C:22]([O:25][CH3:26])=[CH:21][CH:20]=1)O)C1C=CC=CC=1.Cl. Product: [CH3:1][O:8][C:9]1[C:10]([CH2:17][C:19]2[CH:24]=[CH:23][C:22]([O:25][CH3:26])=[CH:21][CH:20]=2)=[C:11]([OH:15])[CH:12]=[CH:13][CH:14]=1. The catalyst class is: 293. (6) Reactant: [OH:1][C@@H:2]1[C@@H:8]([NH:9][C:10]([C@@H:12]([NH:17][C:18]([C:20]2[O:28][C:27]3[C:22](=[N:23][CH:24]=[CH:25][CH:26]=3)[C:21]=2[CH3:29])=[O:19])[CH2:13][CH:14]([CH3:16])[CH3:15])=[O:11])[CH2:7][CH2:6][C@@H:5]([CH3:30])[N:4]([S:31]([C:34]2[CH:39]=[CH:38][CH:37]=[CH:36][N:35]=2)(=[O:33])=[O:32])[CH2:3]1.C(OC(=O)C)(=O)C.C([O-])(O)=O.[Na+]. Product: [CH3:29][C:21]1[C:22]2=[N:23][CH:24]=[CH:25][CH:26]=[C:27]2[O:28][C:20]=1[C:18]([NH:17][C@H:12]([C:10]([NH:9][C@H:8]1[CH2:7][CH2:6][C@@H:5]([CH3:30])[N:4]([S:31]([C:34]2[CH:39]=[CH:38][CH:37]=[CH:36][N:35]=2)(=[O:33])=[O:32])[CH2:3][C:2]1=[O:1])=[O:11])[CH2:13][CH:14]([CH3:16])[CH3:15])=[O:19]. The catalyst class is: 16.